Dataset: Forward reaction prediction with 1.9M reactions from USPTO patents (1976-2016). Task: Predict the product of the given reaction. (1) The product is: [CH2:1]([O:3][C:4]([N:6]1[CH2:15][CH2:14][C:13]2[C:8](=[CH:9][C:10]([OH:16])=[CH:11][CH:12]=2)[CH2:7]1)=[O:5])[CH3:2]. Given the reactants [CH2:1]([O:3][C:4]([N:6]1[CH2:15][CH2:14][C:13]2[C:8](=[CH:9][C:10]([O:16]C(OCC)=O)=[CH:11][CH:12]=2)[CH2:7]1)=[O:5])[CH3:2].C(=O)([O-])[O-].[K+].[K+].O, predict the reaction product. (2) Given the reactants [Cl:1][C:2]1[C:3]([O:12][C:13]2[CH:18]=[C:17]([O:19][CH2:20][CH2:21][O:22][CH2:23][CH2:24][O:25][CH3:26])[CH:16]=[CH:15][C:14]=2/[CH:27]=[CH:28]/[C:29]([OH:31])=O)=[N:4][CH:5]=[C:6]([C:8]([F:11])([F:10])[F:9])[CH:7]=1.Cl.C(N=C=NCCCN(C)C)C.[CH2:44]([S:49]([NH2:52])(=[O:51])=[O:50])[CH2:45][CH2:46][CH2:47][CH3:48].Cl, predict the reaction product. The product is: [Cl:1][C:2]1[C:3]([O:12][C:13]2[CH:18]=[C:17]([O:19][CH2:20][CH2:21][O:22][CH2:23][CH2:24][O:25][CH3:26])[CH:16]=[CH:15][C:14]=2/[CH:27]=[CH:28]/[C:29]([NH:52][S:49]([CH2:44][CH2:45][CH2:46][CH2:47][CH3:48])(=[O:51])=[O:50])=[O:31])=[N:4][CH:5]=[C:6]([C:8]([F:10])([F:9])[F:11])[CH:7]=1. (3) Given the reactants [C:1]([C:5]1[CH:10]=[CH:9][C:8]([S:11](O)(=[O:13])=[O:12])=[C:7]([I:15])[CH:6]=1)([CH3:4])([CH3:3])[CH3:2].P(Cl)(Cl)(Cl)(Cl)[Cl:17], predict the reaction product. The product is: [C:1]([C:5]1[CH:10]=[CH:9][C:8]([S:11]([Cl:17])(=[O:13])=[O:12])=[C:7]([I:15])[CH:6]=1)([CH3:4])([CH3:3])[CH3:2]. (4) Given the reactants [CH3:1][N:2]([CH3:17])[C:3]1[CH:8]=[CH:7][C:6]([N+:9]([O-])=O)=[CH:5][C:4]=1[C:12]1[O:13][CH:14]=[CH:15][N:16]=1.[OH-].[Na+], predict the reaction product. The product is: [CH3:1][N:2]([CH3:17])[C:3]1[CH:8]=[CH:7][C:6]([NH2:9])=[CH:5][C:4]=1[C:12]1[O:13][CH:14]=[CH:15][N:16]=1. (5) The product is: [C:1]([O:4][C@@H:5]1[CH2:9][C@@H:8]([CH2:10][OH:11])[O:7][C@H:6]1[N:19]1[CH:27]=[N:26][C:25]2[C:20]1=[N:21][CH:22]=[N:23][C:24]=2[NH2:28])(=[O:3])[CH3:2]. Given the reactants [C:1]([O:4][C@@H:5]1[CH2:9][C@@H:8]([CH2:10][O:11][Si](C(C)(C)C)(C)C)[O:7][C@H:6]1[N:19]1[CH:27]=[N:26][C:25]2[C:20]1=[N:21][CH:22]=[N:23][C:24]=2[NH2:28])(=[O:3])[CH3:2], predict the reaction product. (6) Given the reactants [Br:1][C:2]1[CH:3]=[C:4](C=O)[C:5]([O:8][CH3:9])=[N:6][CH:7]=1.[CH:12]([O:17][CH3:18])([O:15][CH3:16])OC.O.[O-2].[O-2].[O-2].O=[Si]=O.O=[Si]=O.O=[Si]=O.O=[Si]=O.[Al+3].[Al+3], predict the reaction product. The product is: [CH3:18][O:17][CH:12]([O:15][CH3:16])[C:4]1[C:5]([O:8][CH3:9])=[N:6][CH:7]=[C:2]([Br:1])[CH:3]=1. (7) Given the reactants [CH3:1][O:2][C:3]1[CH:4]=[C:5]([CH2:20][C:21]([OH:23])=O)[CH:6]=[CH:7][C:8]=1[NH:9][C:10]([NH:12][C:13]1[CH:18]=[CH:17][CH:16]=[CH:15][C:14]=1[CH3:19])=[O:11].[C:24]([O-:32])(=[O:31])[C:25]1[CH:30]=[CH:29][CH:28]=[CH:27][CH:26]=1.CCN=[C:36]=[N:37][CH2:38][CH2:39][CH2:40]N(C)C.Cl.[CH:45]1C=CC2N(O)N=NC=2[CH:50]=1, predict the reaction product. The product is: [CH3:1][O:2][C:3]1[CH:4]=[C:5]([CH2:20][C:21]([N:37]([CH2:38][CH2:39][CH2:40][C:28]2[CH:29]=[CH:30][C:25]([C:24]([O:32][CH2:45][CH3:50])=[O:31])=[CH:26][CH:27]=2)[CH3:36])=[O:23])[CH:6]=[CH:7][C:8]=1[NH:9][C:10]([NH:12][C:13]1[CH:18]=[CH:17][CH:16]=[CH:15][C:14]=1[CH3:19])=[O:11].